Dataset: Reaction yield outcomes from USPTO patents with 853,638 reactions. Task: Predict the reaction yield, written as a fraction of the theoretical maximum amount of product (1.0 means a 100% yield; for example, 0.34 means a 34% yield). (1) The catalyst is CO.[Pd].CN(C=O)C. The product is [CH3:1][N:2]([CH3:33])[CH2:3][CH2:4][CH2:5][N:6]([S:22]([C:25]1[CH:30]=[CH:29][CH:28]=[C:27]([O:31][CH3:32])[CH:26]=1)(=[O:24])=[O:23])[C@@H:7]([C:12]([NH:41][OH:40])=[O:14])[C:8]([CH3:11])([CH3:10])[CH3:9]. The reactants are [CH3:1][N:2]([CH3:33])[CH2:3][CH2:4][CH2:5][N:6]([S:22]([C:25]1[CH:30]=[CH:29][CH:28]=[C:27]([O:31][CH3:32])[CH:26]=1)(=[O:24])=[O:23])[C@@H:7]([C:12]([O:14]CC1C=CC=CC=1)=O)[C:8]([CH3:11])([CH3:10])[CH3:9].O1CCCCC1[O:40][NH2:41].CCN=C=NCCCN(C)C.Cl.C1C=NC2N(O)N=NC=2C=1.O.O.O.O.O.O.O.O.O.O.C(=O)(O)[O-].[Na+].Cl. The yield is 1.00. (2) The reactants are [Br:1][C:2]1[CH:6]=[C:5]([CH3:7])[NH:4][N:3]=1.[H-].[Na+].[CH3:10][Si:11]([CH3:18])([CH3:17])[CH2:12][CH2:13][O:14][CH2:15]Cl. The catalyst is O1CCCC1.C(OCC)(=O)C.O. The product is [Br:1][C:2]1[CH:6]=[C:5]([CH3:7])[N:4]([CH2:15][O:14][CH2:13][CH2:12][Si:11]([CH3:18])([CH3:17])[CH3:10])[N:3]=1. The yield is 1.00. (3) The reactants are [Cl:1][C:2]1[CH:3]=[C:4]2[C:9](=[CH:10][C:11]=1[O:12][CH3:13])[NH:8][C:7]([CH3:14])=[CH:6][C:5]2=[O:15].C(N)CCC.[I:21]I.[I-].[K+]. The catalyst is CN(C)C=O. The product is [Cl:1][C:2]1[CH:3]=[C:4]2[C:9](=[CH:10][C:11]=1[O:12][CH3:13])[NH:8][C:7]([CH3:14])=[C:6]([I:21])[C:5]2=[O:15]. The yield is 0.890. (4) The reactants are C(OC(=O)NC1C(C2C=CC=CC=2)CN([C:19]([C:21]2[N:22]=[C:23]3[C:28]([C:29]([F:32])([F:31])[F:30])=[CH:27][C:26]([C:33]4[CH:37]=[CH:36][O:35][CH:34]=4)=[CH:25][N:24]3[C:38]=2[Cl:39])=[O:20])C1)(C)(C)C.Cl. The catalyst is C(Cl)Cl.CCOCC. The product is [Cl:39][C:38]1[N:24]2[CH:25]=[C:26]([C:33]3[CH:37]=[CH:36][O:35][CH:34]=3)[CH:27]=[C:28]([C:29]([F:31])([F:30])[F:32])[C:23]2=[N:22][C:21]=1[CH:19]=[O:20]. The yield is 0.960.